Dataset: Catalyst prediction with 721,799 reactions and 888 catalyst types from USPTO. Task: Predict which catalyst facilitates the given reaction. (1) Reactant: [Cl:1][C:2]1[CH:7]=[C:6]2[NH:8][C:9](=[O:43])[C@@:10]3([C@H:14]([CH2:15][C:16]([C:19]#[N:20])([CH3:18])[CH3:17])[NH:13][C@@H:12]([C:21]([NH:23][C:24]4[CH:32]=[CH:31][C:27]([C:28](O)=[O:29])=[CH:26][C:25]=4[O:33][CH3:34])=[O:22])[C@@H:11]3[C:35]3[CH:40]=[CH:39][CH:38]=[C:37]([Cl:41])[C:36]=3[F:42])[C:5]2=[CH:4][CH:3]=1.C1N=CN(C(N2C=NC=C2)=O)C=1.[NH3:56]. Product: [C:28]([C:27]1[CH:31]=[CH:32][C:24]([NH:23][C:21]([CH:12]2[CH:11]([C:35]3[CH:40]=[CH:39][CH:38]=[C:37]([Cl:41])[C:36]=3[F:42])[C:10]3([C:5]4[C:6](=[CH:7][C:2]([Cl:1])=[CH:3][CH:4]=4)[NH:8][C:9]3=[O:43])[CH:14]([CH2:15][C:16]([C:19]#[N:20])([CH3:18])[CH3:17])[NH:13]2)=[O:22])=[C:25]([O:33][CH3:34])[CH:26]=1)(=[O:29])[NH2:56]. The catalyst class is: 1. (2) Reactant: [NH2:1][C:2]1[N:7]=[CH:6][N:5]=[C:4]2[N:8]([C@@H:12]3[O:34][C@H:33]([CH2:35][O:36]C(=O)C4C=CC=CC=4)[C@@H:23]([O:24]C(=O)C4C=CC=CC=4)[C@@:13]3([CH3:45])[O:14]C(=O)C3C=CC=CC=3)[N:9]=[C:10]([I:11])[C:3]=12. Product: [NH2:1][C:2]1[N:7]=[CH:6][N:5]=[C:4]2[N:8]([C@@H:12]3[O:34][C@H:33]([CH2:35][OH:36])[C@@H:23]([OH:24])[C@@:13]3([CH3:45])[OH:14])[N:9]=[C:10]([I:11])[C:3]=12. The catalyst class is: 328. (3) Reactant: [H-].C([Al+]CC(C)C)C(C)C.[CH3:11][O:12][C:13]1[CH:18]=[CH:17][CH:16]=[C:15]([O:19][CH3:20])[C:14]=1/[CH:21]=[CH:22]/[C:23]#N.CO.S(=O)(=O)(O)[OH:28]. Product: [CH3:11][O:12][C:13]1[CH:18]=[CH:17][CH:16]=[C:15]([O:19][CH3:20])[C:14]=1/[CH:21]=[CH:22]/[CH:23]=[O:28]. The catalyst class is: 11. (4) The catalyst class is: 6. Reactant: P(Cl)(Cl)([Cl:3])=O.CN(C)[CH:8]=[O:9].[CH2:11]([N:13]1[C:17](O)=[CH:16][C:15]([C:19]([F:22])([F:21])[F:20])=[N:14]1)[CH3:12]. Product: [Cl:3][C:17]1[N:13]([CH2:11][CH3:12])[N:14]=[C:15]([C:19]([F:22])([F:21])[F:20])[C:16]=1[CH:8]=[O:9]. (5) Reactant: [OH:1][C@H:2]1[CH2:6][CH2:5][N:4]([C:7]([O:9][C:10]([CH3:13])([CH3:12])[CH3:11])=[O:8])[CH2:3]1.C(N(CC)CC)C.[CH3:21][S:22](Cl)(=[O:24])=[O:23]. Product: [CH3:21][S:22]([O:1][C@H:2]1[CH2:6][CH2:5][N:4]([C:7]([O:9][C:10]([CH3:13])([CH3:12])[CH3:11])=[O:8])[CH2:3]1)(=[O:24])=[O:23]. The catalyst class is: 4. (6) Reactant: C1(C)C=CC(S(O[CH:11]2[CH2:16][CH2:15][N:14]([C:17]3[C:22]([F:23])=[CH:21][C:20]([N:24]4[CH2:28][C@H:27]([CH2:29][NH:30][C:31](=[O:33])[CH3:32])[O:26][C:25]4=[O:34])=[CH:19][C:18]=3[F:35])[CH2:13][CH:12]2[F:36])(=O)=O)=CC=1.C([O-])([O-])=O.[K+].[K+].[NH:44]1[CH:48]=[CH:47][N:46]=[N:45]1. Product: [N:44]1([CH:11]2[CH2:16][CH2:15][N:14]([C:17]3[C:22]([F:23])=[CH:21][C:20]([N:24]4[CH2:28][C@H:27]([CH2:29][NH:30][C:31](=[O:33])[CH3:32])[O:26][C:25]4=[O:34])=[CH:19][C:18]=3[F:35])[CH2:13][CH:12]2[F:36])[CH:48]=[CH:47][N:46]=[N:45]1. The catalyst class is: 3. (7) Reactant: [Br:1][C:2]1[CH:3]=[C:4]([CH2:8][CH2:9][CH2:10][C:11]([CH3:14])(O)[CH3:12])[CH:5]=[CH:6][CH:7]=1. Product: [Br:1][C:2]1[CH:3]=[C:4]2[C:5](=[CH:6][CH:7]=1)[C:11]([CH3:14])([CH3:12])[CH2:10][CH2:9][CH2:8]2. The catalyst class is: 6.